From a dataset of Forward reaction prediction with 1.9M reactions from USPTO patents (1976-2016). Predict the product of the given reaction. (1) Given the reactants C(Cl)(=O)C(Cl)=O.CS(C)=O.[CH3:11][C:12]1([CH3:21])[C:16]2([CH3:20])[CH:17]([OH:19])[CH2:18][CH:13]1[CH2:14][CH2:15]2.C(N(C(C)C)CC)(C)C, predict the reaction product. The product is: [C:16]12([CH3:20])[C:12]([CH3:21])([CH3:11])[CH:13]([CH2:14][CH2:15]1)[CH2:18][C:17]2=[O:19]. (2) Given the reactants [CH3:1][N:2]1[C:10]2[C:5](=[N:6][C:7]([C@@H:17]([NH2:19])[CH3:18])=[C:8]([CH:11]3[CH2:16][CH2:15][O:14][CH2:13][CH2:12]3)[CH:9]=2)[CH:4]=[CH:3]1.[NH2:20][C:21]1[N:26]=[C:25](Cl)[C:24]([C:28]#[N:29])=[C:23]([CH3:30])[N:22]=1.CCN(CC)CC, predict the reaction product. The product is: [NH2:20][C:21]1[N:22]=[C:23]([CH3:30])[C:24]([C:28]#[N:29])=[C:25]([NH:19][C@H:17]([C:7]2[N:6]=[C:5]3[CH:4]=[CH:3][N:2]([CH3:1])[C:10]3=[CH:9][C:8]=2[CH:11]2[CH2:16][CH2:15][O:14][CH2:13][CH2:12]2)[CH3:18])[N:26]=1. (3) Given the reactants I[CH2:2][C:3](=[CH2:13])[CH2:4][O:5][Si:6]([C:9]([CH3:12])([CH3:11])[CH3:10])([CH3:8])[CH3:7].[F:14][C:15]([F:25])([F:24])[O:16][C:17]1[CH:22]=[CH:21][C:20]([OH:23])=[CH:19][CH:18]=1.C([O-])([O-])=O.[K+].[K+], predict the reaction product. The product is: [C:9]([Si:6]([CH3:8])([CH3:7])[O:5][CH2:4][C:3]([CH2:2][O:23][C:20]1[CH:21]=[CH:22][C:17]([O:16][C:15]([F:14])([F:24])[F:25])=[CH:18][CH:19]=1)=[CH2:13])([CH3:12])([CH3:11])[CH3:10]. (4) Given the reactants [Cl:1][C:2]1[N:10]=[CH:9][N:8]=[C:7]2[C:3]=1[NH:4][CH:5]=[N:6]2.[H-].[Na+].C(O[CH:17]1[O:30][C@:29]([CH3:41])([CH2:31][O:32][C:33](=[O:40])[C:34]2[CH:39]=[CH:38][CH:37]=[CH:36][CH:35]=2)[C@@H:19]([O:20][C:21](=[O:28])[C:22]2[CH:27]=[CH:26][CH:25]=[CH:24][CH:23]=2)[C@@H:18]1[F:42])(=O)C.C(O)(=O)C, predict the reaction product. The product is: [Cl:1][C:2]1[N:10]=[CH:9][N:8]=[C:7]2[C:3]=1[N:4]=[CH:5][N:6]2[C@@H:17]1[O:30][C@:29]([CH3:41])([CH2:31][O:32][C:33](=[O:40])[C:34]2[CH:39]=[CH:38][CH:37]=[CH:36][CH:35]=2)[C@@H:19]([O:20][C:21](=[O:28])[C:22]2[CH:27]=[CH:26][CH:25]=[CH:24][CH:23]=2)[C@@H:18]1[F:42]. (5) Given the reactants [CH2:1]([O:3][C:4]([C@@H:6]1[CH2:15][C@@H:14]2[C@@H:9]([CH2:10][CH2:11][C@H:12]([CH2:16][N:17]3[C:21]([C:22]([O:24][CH2:25][CH3:26])=[O:23])=[C:20]([C:27]([O:29][CH2:30][CH3:31])=[O:28])[N:19]=[CH:18]3)[CH2:13]2)[CH2:8][N:7]1C(OC)=O)=[O:5])[CH3:2].I[Si](C)(C)C.ClCCl, predict the reaction product. The product is: [CH2:1]([O:3][C:4]([C@@H:6]1[CH2:15][C@@H:14]2[C@@H:9]([CH2:10][CH2:11][C@H:12]([CH2:16][N:17]3[C:21]([C:22]([O:24][CH2:25][CH3:26])=[O:23])=[C:20]([C:27]([O:29][CH2:30][CH3:31])=[O:28])[N:19]=[CH:18]3)[CH2:13]2)[CH2:8][NH:7]1)=[O:5])[CH3:2]. (6) The product is: [CH:43]1([NH:46][C:24]([C@@H:9]2[CH2:10][C:11](=[N:13][O:14][CH2:15][C:16]3[CH:21]=[CH:20][C:19]([Cl:22])=[C:18]([Cl:23])[CH:17]=3)[CH2:12][N:8]2[C:6](=[O:7])[CH:33]([C:27]2[CH:28]=[CH:29][CH:30]=[CH:31][CH:32]=2)[C:37]2[CH:38]=[CH:39][CH:40]=[CH:41][CH:42]=2)=[O:26])[CH2:45][CH2:44]1. Given the reactants C(O[C:6]([N:8]1[CH2:12][C:11](=[N:13][O:14][CH2:15][C:16]2[CH:21]=[CH:20][C:19]([Cl:22])=[C:18]([Cl:23])[CH:17]=2)[CH2:10][C@H:9]1[C:24]([OH:26])=O)=[O:7])(C)(C)C.[C:27]1([CH:33]([C:37]2[CH:42]=[CH:41][CH:40]=[CH:39][CH:38]=2)C(Cl)=O)[CH:32]=[CH:31][CH:30]=[CH:29][CH:28]=1.[CH:43]1([NH2:46])[CH2:45][CH2:44]1, predict the reaction product.